This data is from Full USPTO retrosynthesis dataset with 1.9M reactions from patents (1976-2016). The task is: Predict the reactants needed to synthesize the given product. (1) Given the product [CH3:34][S:35]([O:1][CH2:2][CH2:3][C@@H:4]1[CH2:9][N:8]([C:10]([O:12][CH2:13][C:14]2[CH:19]=[CH:18][CH:17]=[CH:16][CH:15]=2)=[O:11])[CH2:7][CH2:6][N:5]1[C:20]([O:22][C:23]([CH3:26])([CH3:25])[CH3:24])=[O:21])(=[O:37])=[O:36], predict the reactants needed to synthesize it. The reactants are: [OH:1][CH2:2][CH2:3][C@@H:4]1[CH2:9][N:8]([C:10]([O:12][CH2:13][C:14]2[CH:19]=[CH:18][CH:17]=[CH:16][CH:15]=2)=[O:11])[CH2:7][CH2:6][N:5]1[C:20]([O:22][C:23]([CH3:26])([CH3:25])[CH3:24])=[O:21].C(N(CC)CC)C.[CH3:34][S:35](Cl)(=[O:37])=[O:36].O. (2) Given the product [NH2:1][C:4]1[CH:5]=[CH:6][C:7]2[CH2:11][C:10](=[O:12])[C:8]=2[CH:9]=1, predict the reactants needed to synthesize it. The reactants are: [N+:1]([C:4]1[CH:5]=[CH:6][C:7]2[CH2:11][C:10](=[O:12])[C:8]=2[CH:9]=1)([O-])=O. (3) Given the product [CH3:32][N:23]1[C:24]([C:25]2[CH:30]=[CH:29][C:28]([CH3:31])=[CH:27][CH:26]=2)=[C:20]([C:6](=[O:8])[CH3:7])[CH:21]=[N:22]1, predict the reactants needed to synthesize it. The reactants are: C([Sn](CCCC)(CCCC)[C:6]([O:8]CC)=[CH2:7])CCC.I[C:20]1[CH:21]=[N:22][N:23]([CH3:32])[C:24]=1[C:25]1[CH:30]=[CH:29][C:28]([CH3:31])=[CH:27][CH:26]=1.[Cl-].[Li+].